Task: Regression. Given two drug SMILES strings and cell line genomic features, predict the synergy score measuring deviation from expected non-interaction effect.. Dataset: NCI-60 drug combinations with 297,098 pairs across 59 cell lines (1) Synergy scores: CSS=-3.54, Synergy_ZIP=2.53, Synergy_Bliss=-19.9, Synergy_Loewe=-24.4, Synergy_HSA=-20.5. Drug 2: C1=NC2=C(N=C(N=C2N1C3C(C(C(O3)CO)O)O)F)N. Drug 1: C1=CC(=CC=C1CCC2=CNC3=C2C(=O)NC(=N3)N)C(=O)NC(CCC(=O)O)C(=O)O. Cell line: KM12. (2) Drug 1: C1=CC(=CC=C1CCCC(=O)O)N(CCCl)CCCl. Drug 2: C1=NNC2=C1C(=O)NC=N2. Cell line: MALME-3M. Synergy scores: CSS=2.23, Synergy_ZIP=-5.36, Synergy_Bliss=-6.23, Synergy_Loewe=-13.5, Synergy_HSA=-8.02. (3) Drug 2: C1CN(CCN1C(=O)CCBr)C(=O)CCBr. Drug 1: C1=CN(C=N1)CC(O)(P(=O)(O)O)P(=O)(O)O. Cell line: NCI-H226. Synergy scores: CSS=6.16, Synergy_ZIP=-1.26, Synergy_Bliss=3.54, Synergy_Loewe=1.29, Synergy_HSA=1.72.